This data is from Catalyst prediction with 721,799 reactions and 888 catalyst types from USPTO. The task is: Predict which catalyst facilitates the given reaction. (1) Product: [Br:22][C:17]1[CH:18]=[CH:19][CH:20]=[C:21]2[C:16]=1[CH2:15][CH2:14][O:13][CH:12]2[CH2:11][N:9]1[CH2:8][CH2:7][NH:6][CH2:5][CH2:10]1. Reactant: CC([CH:5]1[CH2:10][N:9]([CH2:11][CH:12]2[C:21]3[C:16](=[C:17]([Br:22])[CH:18]=[CH:19][CH:20]=3)[CH2:15][CH2:14][O:13]2)[CH2:8][CH2:7][N:6]1C([O-])=O)(C)C.Cl.O1CCOCC1. The catalyst class is: 2. (2) Reactant: [CH2:1]([O:8][C:9]1[CH:17]=[CH:16][CH:15]=[C:14]2[C:10]=1[CH:11]=[C:12]([C:18]([NH:20][NH:21][C:22](=[O:24])[CH3:23])=O)[NH:13]2)[C:2]1[CH:7]=[CH:6][CH:5]=[CH:4][CH:3]=1.C1(P(C2C=CC=CC=2)C2C=CC=CC=2)C=CC=CC=1.C(N(CC)CC)C.N(C(OC(C)C)=O)=NC(OC(C)C)=O. Product: [CH2:1]([O:8][C:9]1[CH:17]=[CH:16][CH:15]=[C:14]2[C:10]=1[CH:11]=[C:12]([C:18]1[O:24][C:22]([CH3:23])=[N:21][N:20]=1)[NH:13]2)[C:2]1[CH:3]=[CH:4][CH:5]=[CH:6][CH:7]=1. The catalyst class is: 7. (3) The catalyst class is: 2. Reactant: [Cl:1][C:2]1[CH:3]=[C:4]([C:9]2([C:29]([F:32])([F:31])[F:30])[O:13][N:12]=[C:11]([C:14]3[CH:19]=[CH:18][C:17]([S:20]CC4C=CC=CC=4)=[C:16]([CH3:28])[CH:15]=3)[CH2:10]2)[CH:5]=[C:6]([Cl:8])[CH:7]=1.[OH2:33].[ClH:34].Cl[O-:36].[Na+]. Product: [Cl:1][C:2]1[CH:3]=[C:4]([C:9]2([C:29]([F:32])([F:31])[F:30])[O:13][N:12]=[C:11]([C:14]3[CH:19]=[CH:18][C:17]([S:20]([Cl:34])(=[O:36])=[O:33])=[C:16]([CH3:28])[CH:15]=3)[CH2:10]2)[CH:5]=[C:6]([Cl:8])[CH:7]=1. (4) Reactant: [Cl:1][C:2]1[CH:7]=[C:6]([CH3:8])[CH:5]=[CH:4][C:3]=1[N:9]1[C:13]([S:14][CH2:15][C:16]([O:18]C(C)(C)C)=[O:17])=[C:12]([Si](C)(C)C)[N:11]=[N:10]1.[OH-].[K+]. Product: [Cl:1][C:2]1[CH:7]=[C:6]([CH3:8])[CH:5]=[CH:4][C:3]=1[N:9]1[C:13]([S:14][CH2:15][C:16]([OH:18])=[O:17])=[CH:12][N:11]=[N:10]1. The catalyst class is: 5.